This data is from Reaction yield outcomes from USPTO patents with 853,638 reactions. The task is: Predict the reaction yield, written as a fraction of the theoretical maximum amount of product (1.0 means a 100% yield; for example, 0.34 means a 34% yield). (1) The reactants are I[C:2]1[CH:3]=[C:4]([CH:22]=[CH:23][CH:24]=1)[CH2:5][N:6]1[C:10]2=[N:11][C:12]([NH:15][C:16]3[CH:17]=[N:18][N:19]([CH3:21])[CH:20]=3)=[N:13][CH:14]=[C:9]2[CH:8]=[N:7]1.C([O-])([O-])=O.[Cs+].[Cs+].[NH:31]1[CH2:36][CH2:35][O:34][CH2:33][CH2:32]1. The catalyst is O1CCOCC1.C1C=CC(/C=C/C(/C=C/C2C=CC=CC=2)=O)=CC=1.C1C=CC(/C=C/C(/C=C/C2C=CC=CC=2)=O)=CC=1.C1C=CC(/C=C/C(/C=C/C2C=CC=CC=2)=O)=CC=1.[Pd].[Pd].CC(C1C=C(C(C)C)C(C2C=CC=CC=2P(C2CCCCC2)C2CCCCC2)=C(C(C)C)C=1)C. The product is [CH3:21][N:19]1[CH:20]=[C:16]([NH:15][C:12]2[N:11]=[C:10]3[N:6]([CH2:5][C:4]4[CH:22]=[CH:23][CH:24]=[C:2]([N:31]5[CH2:36][CH2:35][O:34][CH2:33][CH2:32]5)[CH:3]=4)[N:7]=[CH:8][C:9]3=[CH:14][N:13]=2)[CH:17]=[N:18]1. The yield is 0.520. (2) The reactants are C(N[C:9](=[O:36])[CH:10]([N:17]1[C:21]2[CH:22]=[C:23]([F:27])[C:24]([F:26])=[CH:25][C:20]=2[N:19]=[C:18]1[C:28]1[CH:33]=[CH:32][C:31]([Cl:34])=[CH:30][C:29]=1[CH3:35])[CH:11]1[CH2:16][CH2:15][CH2:14][CH2:13][CH2:12]1)C1C=CC=CC=1.C(OC(=O)C)(=[O:39])C.C(O)(=O)C.N([O-])=O.[Na+]. No catalyst specified. The product is [Cl:34][C:31]1[CH:32]=[CH:33][C:28]([C:18]2[N:17]([CH:10]([CH:11]3[CH2:12][CH2:13][CH2:14][CH2:15][CH2:16]3)[C:9]([OH:39])=[O:36])[C:21]3[CH:22]=[C:23]([F:27])[C:24]([F:26])=[CH:25][C:20]=3[N:19]=2)=[C:29]([CH3:35])[CH:30]=1. The yield is 0.540. (3) The reactants are [CH3:1][O:2][C:3]1[CH:4]=[C:5]2[C:9](=[CH:10][CH:11]=1)[NH:8][CH:7]=[CH:6]2.C(O)(=O)C.C([BH3-])#N.[Na+].[CH:20](=O)[C:21]1[CH:26]=[CH:25][CH:24]=[CH:23][CH:22]=1. The catalyst is O1CCCC1.O. The product is [CH3:1][O:2][C:3]1[CH:4]=[C:5]2[C:9](=[CH:10][CH:11]=1)[N:8]([CH2:20][C:21]1[CH:26]=[CH:25][CH:24]=[CH:23][CH:22]=1)[CH2:7][CH2:6]2. The yield is 0.660.